From a dataset of Catalyst prediction with 721,799 reactions and 888 catalyst types from USPTO. Predict which catalyst facilitates the given reaction. (1) Reactant: [NH2:1][C:2]1[CH:23]=[CH:22][C:5]([O:6][C:7]2[CH:12]=[CH:11][N:10]=[C:9]3[CH:13]=[C:14]([C:16]([NH:18][N:19]([CH3:21])[CH3:20])=[O:17])[S:15][C:8]=23)=[C:4]([F:24])[CH:3]=1.[CH3:25][O:26][C:27]1[CH:32]=[CH:31][CH:30]=[CH:29][C:28]=1[NH:33][C:34](=[O:39])[CH2:35][C:36](O)=[O:37].C(Cl)CCl. Product: [CH3:20][N:19]([CH3:21])[NH:18][C:16]([C:14]1[S:15][C:8]2[C:9](=[N:10][CH:11]=[CH:12][C:7]=2[O:6][C:5]2[CH:22]=[CH:23][C:2]([NH:1][C:36](=[O:37])[CH2:35][C:34]([NH:33][C:28]3[CH:29]=[CH:30][CH:31]=[CH:32][C:27]=3[O:26][CH3:25])=[O:39])=[CH:3][C:4]=2[F:24])[CH:13]=1)=[O:17]. The catalyst class is: 31. (2) Reactant: [CH3:1][C:2]1[CH:11]=[CH:10][C:9]2[C:4](=[CH:5][CH:6]=[CH:7][C:8]=2[CH:12]2[CH2:17][CH2:16][N:15]([CH2:18][CH2:19][C:20]3[CH:29]=[CH:28][CH:27]=[C:26]4[C:21]=3[CH2:22][CH2:23][C:24]3[N:25]4[CH:30]=[N:31][C:32]=3[C:33](OCC)=O)[CH2:14][CH2:13]2)[N:3]=1.[OH-:38].[K+].[ClH:40].Cl.CC1C=CC2C(=CC=CC=2N2CCN(CCC3C4OCC5=C(C(N)=O)N=CN5C=4C=CC=3)CC2)[N:44]=1.Cl. Product: [ClH:40].[ClH:40].[CH3:1][C:2]1[CH:11]=[CH:10][C:9]2[C:4](=[CH:5][CH:6]=[CH:7][C:8]=2[CH:12]2[CH2:17][CH2:16][N:15]([CH2:18][CH2:19][C:20]3[CH:29]=[CH:28][CH:27]=[C:26]4[C:21]=3[CH2:22][CH2:23][C:24]3[N:25]4[CH:30]=[N:31][C:32]=3[C:33]([NH2:44])=[O:38])[CH2:14][CH2:13]2)[N:3]=1. The catalyst class is: 100.